This data is from Full USPTO retrosynthesis dataset with 1.9M reactions from patents (1976-2016). The task is: Predict the reactants needed to synthesize the given product. (1) The reactants are: [C:1]1([PH:7](=[O:14])[C:8]2[CH:13]=[CH:12][CH:11]=[CH:10][CH:9]=2)[CH:6]=[CH:5][CH:4]=[CH:3][CH:2]=1.C1COCC1.[CH3:20][C:21]([CH3:23])=[O:22]. Given the product [C:1]1([P:7]([C:21]([OH:22])([CH3:23])[CH3:20])([C:8]2[CH:13]=[CH:12][CH:11]=[CH:10][CH:9]=2)=[O:14])[CH:2]=[CH:3][CH:4]=[CH:5][CH:6]=1, predict the reactants needed to synthesize it. (2) Given the product [CH2:15]([O:14][C:13](=[O:22])[NH:12][CH:9]1[CH2:10][CH2:11][CH:6]([CH2:5][NH:4][C:2]2[S:3][C:24]3[CH2:25][CH2:26][O:27][C:28]4[CH:35]=[CH:34][CH:33]=[CH:32][C:29]=4[C:30]=3[N:1]=2)[CH2:7][CH2:8]1)[C:16]1[CH:17]=[CH:18][CH:19]=[CH:20][CH:21]=1, predict the reactants needed to synthesize it. The reactants are: [NH2:1][C:2]([NH:4][CH2:5][CH:6]1[CH2:11][CH2:10][CH:9]([NH:12][C:13](=[O:22])[O:14][CH2:15][C:16]2[CH:21]=[CH:20][CH:19]=[CH:18][CH:17]=2)[CH2:8][CH2:7]1)=[S:3].Br[CH:24]1[C:30](=O)[C:29]2[CH:32]=[CH:33][CH:34]=[CH:35][C:28]=2[O:27][CH2:26][CH2:25]1.C(N(C(C)C)CC)(C)C. (3) Given the product [CH:27]([C:2]1[CH:7]=[CH:6][C:5]([C:8](=[O:9])[C:10]([C:12]2[CH:17]=[CH:16][C:15]([CH:10]=[CH:8][C:5]3[CH:6]=[CH:7][CH:2]=[CH:3][CH:4]=3)=[CH:14][CH:13]=2)=[O:11])=[CH:4][CH:3]=1)=[CH:28][C:29]1[CH:34]=[CH:33][CH:32]=[CH:31][CH:30]=1, predict the reactants needed to synthesize it. The reactants are: Br[C:2]1[CH:7]=[CH:6][C:5]([C:8]([C:10]([C:12]2[CH:17]=[CH:16][C:15](Br)=[CH:14][CH:13]=2)=[O:11])=[O:9])=[CH:4][CH:3]=1.C([O-])([O-])=O.[K+].[K+].[Li+].[Cl-].[CH2:27]=[CH:28][C:29]1[CH:34]=[CH:33][CH:32]=[CH:31][CH:30]=1. (4) The reactants are: [CH2:1]([Cl:3])Cl.[Li]CCCC.C[B:10]([OH:12])[OH:11].[OH:13][C:14]([C:17]([OH:20])([CH3:19])[CH3:18])([CH3:16])[CH3:15]. Given the product [Cl:3][CH:1]([B:10]([OH:12])[OH:11])[CH3:14].[OH:13][C:14]([C:17]([OH:20])([CH3:19])[CH3:18])([CH3:16])[CH3:15], predict the reactants needed to synthesize it. (5) Given the product [Cl:24][C:25]1[CH:26]=[C:27]([CH:30]=[CH:31][CH:32]=1)[CH2:28][O:1][C:2]1[CH:11]=[C:10]2[C:5]([CH:6]=[C:7]([C:13]([O:15][CH2:16][CH3:17])=[O:14])[C:8]([CH3:12])=[N:9]2)=[CH:4][CH:3]=1, predict the reactants needed to synthesize it. The reactants are: [OH:1][C:2]1[CH:11]=[C:10]2[C:5]([CH:6]=[C:7]([C:13]([O:15][CH2:16][CH3:17])=[O:14])[C:8]([CH3:12])=[N:9]2)=[CH:4][CH:3]=1.C([O-])([O-])=O.[Cs+].[Cs+].[Cl:24][C:25]1[CH:26]=[C:27]([CH:30]=[CH:31][CH:32]=1)[CH2:28]Cl.